From a dataset of Forward reaction prediction with 1.9M reactions from USPTO patents (1976-2016). Predict the product of the given reaction. (1) Given the reactants [S:1]1[CH:5]=[CH:4][CH:3]=[C:2]1[CH2:6][NH2:7].C([N:11]1[C:15]2=[CH:16][C:17]3[N:18]=[C:19]([CH2:25][CH:26]([CH3:28])[CH3:27])[O:20][C:21](=O)[C:22]=3[CH:23]=[C:14]2[CH:13]=[CH:12]1)(=O)C.[OH-].[Na+], predict the reaction product. The product is: [CH2:25]([C:19]1[N:7]([CH2:6][C:2]2[S:1][CH:5]=[CH:4][CH:3]=2)[C:21](=[O:20])[C:22]2[C:17](=[CH:16][C:15]3[NH:11][CH:12]=[CH:13][C:14]=3[CH:23]=2)[N:18]=1)[CH:26]([CH3:28])[CH3:27]. (2) The product is: [F:36][C:12]([F:11])([F:35])[O:13][C:14]1[CH:15]=[CH:16][C:17]([N:20]2[CH:24]=[N:23][C:22]([C:25]3[CH:30]=[CH:29][C:28]([CH2:31][C@H:32]([NH2:34])[CH3:33])=[CH:27][CH:26]=3)=[N:21]2)=[CH:18][CH:19]=1. Given the reactants O[C@@H]([C@H](O)C(O)=O)C(O)=O.[F:11][C:12]([F:36])([F:35])[O:13][C:14]1[CH:19]=[CH:18][C:17]([N:20]2[CH:24]=[N:23][C:22]([C:25]3[CH:30]=[CH:29][C:28]([CH2:31][C@H:32]([NH2:34])[CH3:33])=[CH:27][CH:26]=3)=[N:21]2)=[CH:16][CH:15]=1, predict the reaction product. (3) Given the reactants Br[C:2]1[CH:3]=[CH:4][C:5]([NH2:8])=[N:6][CH:7]=1.[CH2:9](C([Sn])=C(CCCC)CCCC)[CH2:10]CC.[Cl-].[Li+], predict the reaction product. The product is: [CH:9]([C:2]1[CH:3]=[CH:4][C:5]([NH2:8])=[N:6][CH:7]=1)=[CH2:10]. (4) Given the reactants [N+:1]([C:4]1[CH:9]=[CH:8][CH:7]=[C:6]([N+:10]([O-])=O)[C:5]=1[NH:13][CH2:14][CH2:15][CH2:16][C:17]([O:19][CH2:20][CH3:21])=[O:18])([O-])=O, predict the reaction product. The product is: [NH2:1][C:4]1[CH:9]=[CH:8][CH:7]=[C:6]([NH2:10])[C:5]=1[NH:13][CH2:14][CH2:15][CH2:16][C:17]([O:19][CH2:20][CH3:21])=[O:18]. (5) Given the reactants [C:1]([C:3]1([NH:6][C:7]([C@@H:9]2[CH2:13][C@@H:12]([S:14]([C:17]3[CH:22]=[CH:21][C:20](F)=[CH:19][C:18]=3[Cl:24])(=[O:16])=[O:15])[CH2:11][C@H:10]2[CH2:25][O:26][C:27]2[CH:32]=[CH:31][C:30]([F:33])=[CH:29][CH:28]=2)=[O:8])CC1)#[N:2].[CH2:34]([N:36]1[CH2:41][CH2:40][NH:39][CH2:38][CH2:37]1)[CH3:35], predict the reaction product. The product is: [C:1]([CH2:3][NH:6][C:7]([C@@H:9]1[CH2:13][C@@H:12]([S:14]([C:17]2[CH:22]=[CH:21][C:20]([N:39]3[CH2:40][CH2:41][N:36]([CH2:34][CH3:35])[CH2:37][CH2:38]3)=[CH:19][C:18]=2[Cl:24])(=[O:16])=[O:15])[CH2:11][C@H:10]1[CH2:25][O:26][C:27]1[CH:28]=[CH:29][C:30]([F:33])=[CH:31][CH:32]=1)=[O:8])#[N:2].